Dataset: Forward reaction prediction with 1.9M reactions from USPTO patents (1976-2016). Task: Predict the product of the given reaction. (1) Given the reactants [NH2:1][C:2]1[CH:7]=[CH:6][C:5]([C:8]2[N:9]([CH:20]3[CH2:22][CH2:21]3)[C:10]3[C:15]([C:16]=2[C:17]#[N:18])=[CH:14][CH:13]=[C:12]([OH:19])[CH:11]=3)=[CH:4][CH:3]=1.C([O-])([O-])=O.[K+].[K+].[O:29]1[CH2:33][CH2:32][CH2:31][CH:30]1OS(C1C=CC(C)=CC=1)(=O)=O, predict the reaction product. The product is: [NH2:1][C:2]1[CH:7]=[CH:6][C:5]([C:8]2[N:9]([CH:20]3[CH2:21][CH2:22]3)[C:10]3[C:15]([C:16]=2[C:17]#[N:18])=[CH:14][CH:13]=[C:12]([O:19][CH:30]2[CH2:31][CH2:32][CH2:33][O:29]2)[CH:11]=3)=[CH:4][CH:3]=1. (2) Given the reactants [F:1][C:2]1[CH:7]=[C:6]([F:8])[CH:5]=[CH:4][C:3]=1[OH:9].C(N(CC)CC)C.Cl[C:18]([O:20][CH2:21][CH3:22])=[O:19].C([O-])(O)=O.[Na+], predict the reaction product. The product is: [C:18](=[O:19])([O:20][CH2:21][CH3:22])[O:9][C:3]1[CH:4]=[CH:5][C:6]([F:8])=[CH:7][C:2]=1[F:1]. (3) Given the reactants [O:1]1[C:6]2[CH:7]=[CH:8][C:9]([CH2:11][N:12]([CH:20]3[CH2:25][CH2:24][N:23]([CH2:26][CH2:27][N:28]4[C:37]5[C:32](=[C:33]([C:38]([O:40][CH3:41])=[O:39])[CH:34]=[CH:35][CH:36]=5)[CH:31]=[CH:30][C:29]4=[O:42])[CH2:22][CH2:21]3)C(=O)OC(C)(C)C)=[CH:10][C:5]=2[O:4][CH2:3][CH2:2]1.[ClH:43].C(OCC)(=O)C, predict the reaction product. The product is: [ClH:43].[O:1]1[C:6]2[CH:7]=[CH:8][C:9]([CH2:11][NH:12][CH:20]3[CH2:25][CH2:24][N:23]([CH2:26][CH2:27][N:28]4[C:37]5[CH:36]=[CH:35][CH:34]=[C:33]([C:38]([O:40][CH3:41])=[O:39])[C:32]=5[CH:31]=[CH:30][C:29]4=[O:42])[CH2:22][CH2:21]3)=[CH:10][C:5]=2[O:4][CH2:3][CH2:2]1. (4) Given the reactants F[C:2]1[C:3]([CH3:22])=[N:4][C:5]2[C:10]([N:11]=1)=[C:9]([C:12]1[NH:20][C:19]3[CH2:18][CH2:17][NH:16][C:15](=[O:21])[C:14]=3[CH:13]=1)[CH:8]=[CH:7][CH:6]=2.Cl.[O:24]1[CH2:27][CH:26]([NH2:28])[CH2:25]1.CCN(C(C)C)C(C)C, predict the reaction product. The product is: [CH3:22][C:3]1[C:2]([NH:28][CH:26]2[CH2:27][O:24][CH2:25]2)=[N:11][C:10]2[C:5](=[CH:6][CH:7]=[CH:8][C:9]=2[C:12]2[NH:20][C:19]3[CH2:18][CH2:17][NH:16][C:15](=[O:21])[C:14]=3[CH:13]=2)[N:4]=1. (5) Given the reactants C([O:3][C:4](=[O:34])[CH2:5][N:6]1[C:14]2[CH2:13][CH2:12][CH2:11][CH:10]([NH:15][S:16]([C:19]3[CH:24]=[CH:23][CH:22]=[C:21]([NH:25][C:26](=[O:33])[C:27]4[CH:32]=[CH:31][CH:30]=[CH:29][CH:28]=4)[CH:20]=3)(=[O:18])=[O:17])[C:9]=2[CH:8]=[N:7]1)C.C(NC1C=C(S(NC2C3C=NN(CC(O)=O)C=3CCC=2)(=O)=O)C=CC=1)(=O)C1C=CC=CC=1, predict the reaction product. The product is: [C:26]([NH:25][C:21]1[CH:20]=[C:19]([S:16]([NH:15][CH:10]2[CH2:11][CH2:12][CH2:13][C:14]3[N:6]([CH2:5][C:4]([OH:34])=[O:3])[N:7]=[CH:8][C:9]2=3)(=[O:17])=[O:18])[CH:24]=[CH:23][CH:22]=1)(=[O:33])[C:27]1[CH:32]=[CH:31][CH:30]=[CH:29][CH:28]=1. (6) Given the reactants [NH:1]1[C:5]2[N:6]=[CH:7][CH:8]=[C:9]([C:10]#[N:11])[C:4]=2[CH:3]=[N:2]1.[NH2:12][OH:13], predict the reaction product. The product is: [OH:13][NH:12][C:10]([C:9]1[C:4]2[CH:3]=[N:2][NH:1][C:5]=2[N:6]=[CH:7][CH:8]=1)=[NH:11]. (7) Given the reactants [N+:1]([C:4]1[CH:5]=[N:6][C:7]([N:10]2[CH:16]3[CH2:17][CH2:18][N:13]([CH2:14][CH2:15]3)[CH2:12][CH2:11]2)=[N:8][CH:9]=1)([O-])=O, predict the reaction product. The product is: [N:13]12[CH2:14][CH2:15][CH:16]([CH2:17][CH2:18]1)[N:10]([C:7]1[N:8]=[CH:9][C:4]([NH2:1])=[CH:5][N:6]=1)[CH2:11][CH2:12]2. (8) Given the reactants Br[C:2]1[CH:3]=[N:4][N:5]([C:9]2[CH:22]=[CH:21][C:12]([C:13]([NH:15][CH2:16][CH2:17][CH2:18][O:19][CH3:20])=[O:14])=[CH:11][N:10]=2)[C:6]=1[O:7][CH3:8].[F:23][C:24]1[CH:29]=[C:28](B2OC(C)(C)C(C)(C)O2)[CH:27]=[CH:26][C:25]=1[CH2:39][C:40]#[N:41].C(=O)(O)[O-].[Na+], predict the reaction product. The product is: [C:40]([CH2:39][C:25]1[CH:26]=[CH:27][C:28]([C:2]2[CH:3]=[N:4][N:5]([C:9]3[CH:22]=[CH:21][C:12]([C:13]([NH:15][CH2:16][CH2:17][CH2:18][O:19][CH3:20])=[O:14])=[CH:11][N:10]=3)[C:6]=2[O:7][CH3:8])=[CH:29][C:24]=1[F:23])#[N:41]. (9) Given the reactants N#N.[N:3]([C@H:6]1[C@H:10](O)[CH2:9][N:8]([C:12]([O:14][C:15]([CH3:18])([CH3:17])[CH3:16])=[O:13])[CH2:7]1)=[N+:4]=[N-:5].CCN(S(F)(F)[F:25])CC.C([O-])([O-])=O.[Na+].[Na+], predict the reaction product. The product is: [N:3]([C@H:6]1[C@H:10]([F:25])[CH2:9][N:8]([C:12]([O:14][C:15]([CH3:18])([CH3:17])[CH3:16])=[O:13])[CH2:7]1)=[N+:4]=[N-:5].